Task: Predict the reaction yield, written as a fraction of the theoretical maximum amount of product (1.0 means a 100% yield; for example, 0.34 means a 34% yield).. Dataset: Reaction yield outcomes from USPTO patents with 853,638 reactions (1) The reactants are [C:1]1([S:7]([N:10]2[C:25]([CH:26]=[CH2:27])=[C:14]3[CH2:15][CH:16]([N:22]([CH3:24])[CH3:23])[C:17]4[CH2:18][O:19][CH:20]=[CH:21][C:12]([C:13]=43)=[CH:11]2)(=[O:9])=[O:8])[CH:6]=[CH:5][CH:4]=[CH:3][CH:2]=1. The catalyst is CO.O1CCCC1.[Pd]. The product is [C:1]1([S:7]([N:10]2[C:25]([CH2:26][CH3:27])=[C:14]3[CH2:15][CH:16]([N:22]([CH3:23])[CH3:24])[C:17]4[CH2:18][O:19][CH:20]=[CH:21][C:12]([C:13]=43)=[CH:11]2)(=[O:9])=[O:8])[CH:6]=[CH:5][CH:4]=[CH:3][CH:2]=1. The yield is 0.980. (2) The reactants are [F:1][C:2]1[C:7]2[O:8][CH2:9][CH2:10][O:11][C:6]=2[CH:5]=[C:4]([CH2:12][C:13]#[N:14])[CH:3]=1.[H-].[Na+].[C:17](OCC)(=[O:19])[CH3:18].O. The catalyst is C1COCC1. The product is [F:1][C:2]1[C:7]2[O:8][CH2:9][CH2:10][O:11][C:6]=2[CH:5]=[C:4]([CH:12]([C:17](=[O:19])[CH3:18])[C:13]#[N:14])[CH:3]=1. The yield is 0.750. (3) The reactants are [NH2:1][C:2]1[CH:7]=[CH:6][C:5]([CH2:8][C:9]([O:11][C:12]([CH3:15])([CH3:14])[CH3:13])=[O:10])=[CH:4][C:3]=1[CH3:16].[Br:17][C:18]1[CH:23]=[CH:22][CH:21]=[CH:20][C:19]=1[N:24]=[C:25]=[O:26].CCN(CC)CC. The catalyst is C1COCC1. The product is [Br:17][C:18]1[CH:23]=[CH:22][CH:21]=[CH:20][C:19]=1[NH:24][C:25](=[O:26])[NH:1][C:2]1[CH:7]=[CH:6][C:5]([CH2:8][C:9]([O:11][C:12]([CH3:13])([CH3:15])[CH3:14])=[O:10])=[CH:4][C:3]=1[CH3:16]. The yield is 0.930. (4) The reactants are [Br:1][C:2]1[CH:3]=[CH:4][C:5]([O:8][CH3:9])=[N:6][CH:7]=1.ClC1C=CC=C(C(OO)=[O:18])C=1. The catalyst is C(Cl)(Cl)Cl. The product is [Br:1][C:2]1[CH:3]=[CH:4][C:5]([O:8][CH3:9])=[N+:6]([O-:18])[CH:7]=1. The yield is 0.480. (5) The reactants are Cl[C:2]1[N:7]=[C:6]2[N:8]([CH3:11])[N:9]=[CH:10][C:5]2=[C:4]([C:12]([O:14][CH2:15][CH3:16])=[O:13])[N:3]=1.[Br:17][C:18]1[CH:19]=[C:20](B(O)O)[CH:21]=[CH:22][CH:23]=1. No catalyst specified. The product is [Br:17][C:18]1[CH:23]=[C:22]([C:2]2[N:7]=[C:6]3[N:8]([CH3:11])[N:9]=[CH:10][C:5]3=[C:4]([C:12]([O:14][CH2:15][CH3:16])=[O:13])[N:3]=2)[CH:21]=[CH:20][CH:19]=1. The yield is 0.400.